From a dataset of Forward reaction prediction with 1.9M reactions from USPTO patents (1976-2016). Predict the product of the given reaction. (1) Given the reactants [NH2:1][C:2]1[CH:7]=[CH:6][C:5]([C:8]2[CH:9]=[N:10][C:11]3[N:12]([N:15]=[CH:16][C:17]=3[C:18]3[CH:23]=[CH:22][C:21]([N:24]4[CH2:29][CH2:28][N:27]([CH3:30])[CH2:26][CH2:25]4)=[CH:20][CH:19]=3)[C:13]=2[NH2:14])=[CH:4][CH:3]=1.C1C([N+]([O-])=O)=CC=C([Cl-][C:41]([O-])=[O:42])C=1.[Cl:44][C:45]1[CH:51]=[CH:50][CH:49]=[CH:48][C:46]=1[NH2:47].C([O-])(O)=O.[Na+], predict the reaction product. The product is: [NH2:14][C:13]1[N:12]2[N:15]=[CH:16][C:17]([C:18]3[CH:19]=[CH:20][C:21]([N:24]4[CH2:25][CH2:26][N:27]([CH3:30])[CH2:28][CH2:29]4)=[CH:22][CH:23]=3)=[C:11]2[N:10]=[CH:9][C:8]=1[C:5]1[CH:6]=[CH:7][C:2]([NH:1][C:41]([NH:47][C:46]2[CH:48]=[CH:49][CH:50]=[CH:51][C:45]=2[Cl:44])=[O:42])=[CH:3][CH:4]=1. (2) Given the reactants [Cl:1][C:2]1[CH:7]=[C:6]([N+:8]([O-])=O)[C:5]([C:11]2[CH:16]=[CH:15][CH:14]=[CH:13][CH:12]=2)=[C:4]([C:17]2[CH2:22][CH2:21][CH2:20][CH2:19][CH:18]=2)[CH:3]=1, predict the reaction product. The product is: [Cl:1][C:2]1[CH:7]=[C:6]([NH2:8])[C:5]([C:11]2[CH:12]=[CH:13][CH:14]=[CH:15][CH:16]=2)=[C:4]([C:17]2[CH2:22][CH2:21][CH2:20][CH2:19][CH:18]=2)[CH:3]=1. (3) Given the reactants [N:1]1([C:7]2[C:12]([C:13]([O:15][CH:16]([CH3:18])[CH3:17])=[O:14])=[CH:11][CH:10]=[CH:9][N:8]=2)[CH2:6][CH2:5][NH:4][CH2:3][CH2:2]1.[CH2:19]([C:27]1[CH:34]=[CH:33][C:30]([CH:31]=O)=[CH:29][CH:28]=1)[CH2:20][C:21]1[CH:26]=[CH:25][CH:24]=[CH:23][CH:22]=1.CC(O)=O.[OH-].[Na+].[Cl:41]CCCl, predict the reaction product. The product is: [ClH:41].[CH3:17][CH:16]([O:15][C:13]([C:12]1[C:7]([N:1]2[CH2:2][CH2:3][N:4]([CH2:31][C:30]3[CH:33]=[CH:34][C:27]([CH2:19][CH2:20][C:21]4[CH:26]=[CH:25][CH:24]=[CH:23][CH:22]=4)=[CH:28][CH:29]=3)[CH2:5][CH2:6]2)=[N:8][CH:9]=[CH:10][CH:11]=1)=[O:14])[CH3:18]. (4) Given the reactants C[N:2]1CCN([C:8]2[CH:13]=[CH:12][C:11]([NH:14][C:15]3[C:16]4[N:17]([N:29]=[CH:30][N:31]=4)[C:18]([C:21]4[CH:22]=[C:23]([C:26]([NH2:28])=[O:27])[S:24][CH:25]=4)=[CH:19][N:20]=3)=[CH:10][CH:9]=2)CC1.BrC1N2N=CN=C2C(NC2C=CC([O:49][CH2:50][CH2:51][N:52]3[CH2:57][CH2:56][O:55][CH2:54][CH2:53]3)=CC=2)=NC=1.CC1(C)C(C)(C)OB(C2C=C(C(N)=O)SC=2)O1.C([O-])([O-])=O.[Na+].[Na+], predict the reaction product. The product is: [NH3:2].[O:55]1[CH2:56][CH2:57][N:52]([CH2:51][CH2:50][O:49][C:8]2[CH:13]=[CH:12][C:11]([NH:14][C:15]3[C:16]4[N:17]([N:29]=[CH:30][N:31]=4)[C:18]([C:21]4[CH:22]=[C:23]([C:26]([NH2:28])=[O:27])[S:24][CH:25]=4)=[CH:19][N:20]=3)=[CH:10][CH:9]=2)[CH2:53][CH2:54]1. (5) Given the reactants Br[C:2]1[CH:3]=[N:4][C:5]([O:12][CH3:13])=[C:6]([CH:11]=1)[C:7]([O:9][CH3:10])=[O:8].[C:14]1(B(O)O)[CH:19]=[CH:18][CH:17]=[CH:16][CH:15]=1.[O-]P([O-])([O-])=O.[K+].[K+].[K+].O, predict the reaction product. The product is: [CH3:13][O:12][C:5]1[N:4]=[CH:3][C:2]([C:14]2[CH:19]=[CH:18][CH:17]=[CH:16][CH:15]=2)=[CH:11][C:6]=1[C:7]([O:9][CH3:10])=[O:8]. (6) Given the reactants [OH:1][C:2]1[C:12]([CH2:13][CH2:14][CH3:15])=[CH:11][C:5]([C:6]([O:8][CH2:9][CH3:10])=[O:7])=[CH:4][C:3]=1[N+:16]([O-:18])=[O:17].[CH3:19][C:20]([Si:23](Cl)([CH3:25])[CH3:24])([CH3:22])[CH3:21].N1C=CN=C1, predict the reaction product. The product is: [Si:23]([O:1][C:2]1[C:12]([CH2:13][CH2:14][CH3:15])=[CH:11][C:5]([C:6]([O:8][CH2:9][CH3:10])=[O:7])=[CH:4][C:3]=1[N+:16]([O-:18])=[O:17])([C:20]([CH3:22])([CH3:21])[CH3:19])([CH3:25])[CH3:24]. (7) Given the reactants [Cl:1][C:2]1[CH:3]=[C:4]([NH:9][C:10]2[C:11]3[CH2:18][C:17](=[O:19])[N:16]([CH3:20])[C:12]=3[N:13]=[CH:14][N:15]=2)[CH:5]=[CH:6][C:7]=1[F:8].[CH:21]([C:23]1[NH:27][C:26]([CH2:28][CH2:29][C:30]([OH:32])=[O:31])=[CH:25][C:24]=1[CH3:33])=O, predict the reaction product. The product is: [Cl:1][C:2]1[CH:3]=[C:4]([NH:9][C:10]2[C:11]3[C:18](=[CH:21][C:23]4[NH:27][C:26]([CH2:28][CH2:29][C:30]([OH:32])=[O:31])=[CH:25][C:24]=4[CH3:33])[C:17](=[O:19])[N:16]([CH3:20])[C:12]=3[N:13]=[CH:14][N:15]=2)[CH:5]=[CH:6][C:7]=1[F:8]. (8) Given the reactants [Cl:1][C:2]1[CH:3]=[C:4]([C:10]2([C:27]([F:30])([F:29])[F:28])[O:14][N:13]=[C:12]([C:15]3[N:16]4[C:20]([C:21]([C:24]([OH:26])=O)=[CH:22][CH:23]=3)=[CH:19][CH:18]=[CH:17]4)[CH2:11]2)[CH:5]=[C:6]([Cl:9])[C:7]=1[Cl:8].CCN(C(C)C)C(C)C.CN(C(ON1N=NC2C=CC=NC1=2)=[N+](C)C)C.F[P-](F)(F)(F)(F)F.Cl.[NH2:65][CH2:66][C:67]1[CH:68]=[CH:69][C:70]2[C:74]([CH2:77][CH3:78])([CH2:75][CH3:76])[O:73][B:72]([OH:79])[C:71]=2[CH:80]=1, predict the reaction product. The product is: [CH2:77]([C:74]1([CH2:75][CH3:76])[O:73][B:72]([OH:79])[C:71]2[CH:80]=[C:67]([CH2:66][NH:65][C:24]([C:21]3[C:20]4[N:16]([CH:17]=[CH:18][CH:19]=4)[C:15]([C:12]4[CH2:11][C:10]([C:4]5[CH:3]=[C:2]([Cl:1])[C:7]([Cl:8])=[C:6]([Cl:9])[CH:5]=5)([C:27]([F:30])([F:29])[F:28])[O:14][N:13]=4)=[CH:23][CH:22]=3)=[O:26])[CH:68]=[CH:69][C:70]1=2)[CH3:78].